Dataset: Forward reaction prediction with 1.9M reactions from USPTO patents (1976-2016). Task: Predict the product of the given reaction. (1) The product is: [C:30]([C:29]1[CH:28]=[CH:27][C:26]([C:23]2([NH:22][C:7]([C:6]3[C:5]([CH2:10][C:11]4[CH:12]=[CH:13][C:14]([C:17]([F:20])([F:19])[F:18])=[CH:15][CH:16]=4)=[C:4]([CH3:21])[S:3][C:2]=3[CH3:1])=[O:8])[CH2:25][CH2:24]2)=[CH:33][CH:32]=1)#[N:31]. Given the reactants [CH3:1][C:2]1[S:3][C:4]([CH3:21])=[C:5]([CH2:10][C:11]2[CH:16]=[CH:15][C:14]([C:17]([F:20])([F:19])[F:18])=[CH:13][CH:12]=2)[C:6]=1[C:7](O)=[O:8].[NH2:22][C:23]1([C:26]2[CH:33]=[CH:32][C:29]([C:30]#[N:31])=[CH:28][CH:27]=2)[CH2:25][CH2:24]1, predict the reaction product. (2) The product is: [C:12]1([CH3:17])[CH:13]=[CH:14][CH:15]=[CH:16][C:11]=1[NH:10][C:5]1[C:4]([NH2:1])=[CH:9][CH:8]=[CH:7][N:6]=1. Given the reactants [N+:1]([C:4]1[C:5]([NH:10][C:11]2[CH:16]=[CH:15][CH:14]=[CH:13][C:12]=2[CH3:17])=[N:6][CH:7]=[CH:8][CH:9]=1)([O-])=O, predict the reaction product. (3) Given the reactants [Cl:1][C:2]1[CH:3]=[CH:4][C:5]2[N:11]([CH2:12][C:13]([CH3:17])([CH3:16])[CH2:14][OH:15])[C:10](=[O:18])[C@@H:9]([CH2:19][C:20]([NH:22][CH2:23][CH2:24][C:25]3[CH:30]=[CH:29][C:28]([O:31][C:32]([CH3:37])([CH3:36])[C:33]([OH:35])=[O:34])=[CH:27][CH:26]=3)=[O:21])[O:8][C@H:7]([C:38]3[CH:43]=[CH:42][CH:41]=[C:40]([O:44][CH3:45])[C:39]=3[O:46][CH3:47])[C:6]=2[CH:48]=1.N1C=CC=CC=1.[C:55](OCC)(=[O:57])[CH3:56].C(Cl)(=O)C, predict the reaction product. The product is: [C:55]([O:15][CH2:14][C:13]([CH3:16])([CH3:17])[CH2:12][N:11]1[C:5]2[CH:4]=[CH:3][C:2]([Cl:1])=[CH:48][C:6]=2[C@@H:7]([C:38]2[CH:43]=[CH:42][CH:41]=[C:40]([O:44][CH3:45])[C:39]=2[O:46][CH3:47])[O:8][C@H:9]([CH2:19][C:20]([NH:22][CH2:23][CH2:24][C:25]2[CH:30]=[CH:29][C:28]([O:31][C:32]([CH3:37])([CH3:36])[C:33]([OH:35])=[O:34])=[CH:27][CH:26]=2)=[O:21])[C:10]1=[O:18])(=[O:57])[CH3:56]. (4) Given the reactants [C:1]1([N:7](C2C=CC=CC=2)[NH:8][C:9]([C:11]2[C:20]3[C:15](=[CH:16][CH:17]=[CH:18][CH:19]=3)[C:14](=[O:21])[N:13]([C:22]3[CH:27]=[CH:26][CH:25]=[CH:24][CH:23]=3)[C:12]=2[CH3:28])=[O:10])[CH:6]=[CH:5][CH:4]=[CH:3][CH:2]=1.Cl[C:36]([O:38][CH3:39])=[O:37], predict the reaction product. The product is: [CH3:39][O:38][C:36]([N:7]([C:1]1[CH:6]=[CH:5][CH:4]=[CH:3][CH:2]=1)[NH:8][C:9]([C:11]1[C:20]2[C:15](=[CH:16][CH:17]=[CH:18][CH:19]=2)[C:14](=[O:21])[N:13]([C:22]2[CH:27]=[CH:26][CH:25]=[CH:24][CH:23]=2)[C:12]=1[CH3:28])=[O:10])=[O:37]. (5) The product is: [O:1]=[C:2]1[NH:3][CH2:4][CH2:5][N:6]([S:8]([NH2:11])(=[O:10])=[O:9])[CH2:7]1. Given the reactants [O:1]=[C:2]1[CH2:7][NH:6][CH2:5][CH2:4][NH:3]1.[S:8](N)([NH2:11])(=[O:10])=[O:9], predict the reaction product.